Task: Predict the product of the given reaction.. Dataset: Forward reaction prediction with 1.9M reactions from USPTO patents (1976-2016) (1) Given the reactants [Br:1][C:2]1[CH:3]=[C:4](B(O)O)[CH:5]=[CH:6][CH:7]=1.[C:11]([C:13]1[CH:40]=[CH:39][C:16]([CH2:17][N:18]([CH2:31][C:32]2[CH:37]=[CH:36][C:35]([OH:38])=[CH:34][CH:33]=2)[C:19]2[C:20]([CH3:30])=[C:21]([NH:25][S:26]([CH3:29])(=[O:28])=[O:27])[CH:22]=[CH:23][CH:24]=2)=[CH:15][CH:14]=1)#[N:12].N1C=CC=CC=1.O, predict the reaction product. The product is: [Br:1][C:2]1[CH:3]=[C:4]([CH:5]=[CH:6][CH:7]=1)[O:38][C:35]1[CH:36]=[CH:37][C:32]([CH2:31][N:18]([CH2:17][C:16]2[CH:15]=[CH:14][C:13]([C:11]#[N:12])=[CH:40][CH:39]=2)[C:19]2[C:20]([CH3:30])=[C:21]([NH:25][S:26]([CH3:29])(=[O:28])=[O:27])[CH:22]=[CH:23][CH:24]=2)=[CH:33][CH:34]=1. (2) Given the reactants [F:1][C:2]1[CH:3]=[CH:4][C:5]([OH:12])=[C:6]2[C:10]=1[O:9][CH:8]([CH3:11])[CH2:7]2.N1C=CC=CC=1.[S:19](O[S:19]([C:22]([F:25])([F:24])[F:23])(=[O:21])=[O:20])([C:22]([F:25])([F:24])[F:23])(=[O:21])=[O:20].O, predict the reaction product. The product is: [F:23][C:22]([F:25])([F:24])[S:19]([O:12][C:5]1[C:6]2[CH2:7][CH:8]([CH3:11])[O:9][C:10]=2[C:2]([F:1])=[CH:3][CH:4]=1)(=[O:21])=[O:20]. (3) Given the reactants [C:1]([NH:11][C@H:12]([C:16]([N:18]1[CH2:25][CH2:24][CH2:23][C@H:19]1[C:20](O)=[O:21])=[O:17])[CH:13]([CH3:15])[CH3:14])([O:3][CH2:4][C:5]1[CH:10]=[CH:9][CH:8]=[CH:7][CH:6]=1)=[O:2].CN(C)CCCN=C=NCC.C(N(CC)CC)C.Cl.[CH3:45][O:46][C:47](=[O:50])[CH2:48][NH2:49], predict the reaction product. The product is: [CH3:45][O:46][C:47](=[O:50])[CH2:48][NH:49][C:20](=[O:21])[C@@H:19]1[CH2:23][CH2:24][CH2:25][N:18]1[C:16](=[O:17])[C@H:12]([CH:13]([CH3:14])[CH3:15])[NH:11][C:1]([O:3][CH2:4][C:5]1[CH:6]=[CH:7][CH:8]=[CH:9][CH:10]=1)=[O:2]. (4) Given the reactants Cl[C:2]1[CH:11]=[CH:10][C:9]2[C:4](=[CH:5][CH:6]=[C:7](Cl)[CH:8]=2)[N:3]=1.[O:13]([CH2:20][CH2:21][NH2:22])[C:14]1[CH:19]=[CH:18][CH:17]=[CH:16][CH:15]=1.[CH3:23][N:24]([CH3:29])[CH2:25][CH2:26][CH2:27][NH2:28], predict the reaction product. The product is: [CH3:23][N:24]([CH3:29])[CH2:25][CH2:26][CH2:27][NH:28][C:7]1[CH:8]=[C:9]2[C:4](=[CH:5][CH:6]=1)[N:3]=[C:2]([NH:22][CH2:21][CH2:20][O:13][C:14]1[CH:19]=[CH:18][CH:17]=[CH:16][CH:15]=1)[CH:11]=[CH:10]2.